This data is from Catalyst prediction with 721,799 reactions and 888 catalyst types from USPTO. The task is: Predict which catalyst facilitates the given reaction. (1) Reactant: O/[N:2]=[CH:3]/[C:4]1[CH:13]=[C:12]2[C:7]([N:8]([CH3:36])[CH2:9][CH2:10][N:11]2[C:14]2[C:18]3[CH2:19][N:20]([C:23]([O:25][C:26]([CH3:29])([CH3:28])[CH3:27])=[O:24])[CH2:21][CH2:22][C:17]=3[N:16]([CH:30]3[CH2:35][CH2:34][O:33][CH2:32][CH2:31]3)[N:15]=2)=[CH:6][C:5]=1[C:37]1[CH:38]=[N:39][N:40]([CH3:42])[CH:41]=1.C(P1(=O)OP(=O)(CCC)OP(=O)(CCC)O1)CC.C(N(CC)CC)C.C(Cl)Cl. Product: [C:3]([C:4]1[CH:13]=[C:12]2[C:7]([N:8]([CH3:36])[CH2:9][CH2:10][N:11]2[C:14]2[C:18]3[CH2:19][N:20]([C:23]([O:25][C:26]([CH3:28])([CH3:27])[CH3:29])=[O:24])[CH2:21][CH2:22][C:17]=3[N:16]([CH:30]3[CH2:31][CH2:32][O:33][CH2:34][CH2:35]3)[N:15]=2)=[CH:6][C:5]=1[C:37]1[CH:38]=[N:39][N:40]([CH3:42])[CH:41]=1)#[N:2]. The catalyst class is: 1. (2) Reactant: CCN=C=NCCCN(C)C.C1C=NC2N(O)N=NC=2C=1.[CH3:22][C:23]1[C:24]([C:39]2[CH:44]=[CH:43][C:42]([CH3:45])=[CH:41][CH:40]=2)=[C:25]([C:36](O)=[O:37])[N:26]([CH2:28][C:29]2[CH:34]=[CH:33][C:32]([CH3:35])=[CH:31][CH:30]=2)[CH:27]=1.[CH2:46]([N:48]([CH2:57][CH3:58])[CH2:49][CH2:50][N:51]1[CH2:56][CH2:55][NH:54][CH2:53][CH2:52]1)[CH3:47]. Product: [CH2:57]([N:48]([CH2:46][CH3:47])[CH2:49][CH2:50][N:51]1[CH2:52][CH2:53][N:54]([C:36]([C:25]2[N:26]([CH2:28][C:29]3[CH:34]=[CH:33][C:32]([CH3:35])=[CH:31][CH:30]=3)[CH:27]=[C:23]([CH3:22])[C:24]=2[C:39]2[CH:40]=[CH:41][C:42]([CH3:45])=[CH:43][CH:44]=2)=[O:37])[CH2:55][CH2:56]1)[CH3:58]. The catalyst class is: 2. (3) Reactant: [CH:1]([C:4]1[S:22][C:7]2[NH:8][C:9](=[O:21])[N:10]([CH2:13][CH2:14][C:15]3[CH:20]=[CH:19][CH:18]=[CH:17][CH:16]=3)[C:11](=[O:12])[C:6]=2[CH:5]=1)([CH3:3])[CH3:2].Br[CH2:24][C:25]1[CH:30]=[CH:29][C:28]([C:31]2[CH:36]=[CH:35][CH:34]=[CH:33][C:32]=2[C:37]2[N:41]=[C:40](C(Cl)(Cl)Cl)[O:39][N:38]=2)=[CH:27][CH:26]=1.C(=O)([O-])[O-:47].[K+].[K+]. Product: [CH:1]([C:4]1[S:22][C:7]2[N:8]([CH2:24][C:25]3[CH:30]=[CH:29][C:28]([C:31]4[CH:36]=[CH:35][CH:34]=[CH:33][C:32]=4[C:37]4[NH:41][C:40](=[O:47])[O:39][N:38]=4)=[CH:27][CH:26]=3)[C:9](=[O:21])[N:10]([CH2:13][CH2:14][C:15]3[CH:20]=[CH:19][CH:18]=[CH:17][CH:16]=3)[C:11](=[O:12])[C:6]=2[CH:5]=1)([CH3:3])[CH3:2]. The catalyst class is: 10.